Dataset: Full USPTO retrosynthesis dataset with 1.9M reactions from patents (1976-2016). Task: Predict the reactants needed to synthesize the given product. (1) Given the product [NH2:9][C:8]1[C:3]([O:2][CH3:1])=[N:4][C:5]([NH:14][CH2:15][CH:16]2[O:21][CH2:20][CH2:19][N:18]([C:22]([O:24][C:25]([CH3:26])([CH3:27])[CH3:28])=[O:23])[CH2:17]2)=[N:6][C:7]=1[O:12][CH3:13], predict the reactants needed to synthesize it. The reactants are: [CH3:1][O:2][C:3]1[C:8]([N+:9]([O-])=O)=[C:7]([O:12][CH3:13])[N:6]=[C:5]([NH:14][CH2:15][CH:16]2[O:21][CH2:20][CH2:19][N:18]([C:22]([O:24][C:25]([CH3:28])([CH3:27])[CH3:26])=[O:23])[CH2:17]2)[N:4]=1. (2) Given the product [N:24]1([C:2]2[N:3]=[C:4]([N:18]3[CH2:23][CH2:22][O:21][CH2:20][CH2:19]3)[C:5]3[N:11]=[C:10]([C:12]([O:14][CH3:15])=[O:13])[CH:9]=[C:8]([S:16][CH3:17])[C:6]=3[N:7]=2)[CH:28]=[CH:27][N:26]=[CH:25]1, predict the reactants needed to synthesize it. The reactants are: Cl[C:2]1[N:3]=[C:4]([N:18]2[CH2:23][CH2:22][O:21][CH2:20][CH2:19]2)[C:5]2[N:11]=[C:10]([C:12]([O:14][CH3:15])=[O:13])[CH:9]=[C:8]([S:16][CH3:17])[C:6]=2[N:7]=1.[NH:24]1[CH:28]=[CH:27][N:26]=[CH:25]1.C(=O)([O-])[O-].[K+].[K+].[NH4+].[Cl-]. (3) Given the product [CH2:15]([N:17]([CH2:18][CH3:19])[CH2:12][CH:10]([OH:11])[CH2:9][O:8][C:7]1[CH:13]=[CH:14][C:4]([N+:1]([O-:3])=[O:2])=[CH:5][CH:6]=1)[CH3:16], predict the reactants needed to synthesize it. The reactants are: [N+:1]([C:4]1[CH:14]=[CH:13][C:7]([O:8][CH2:9][CH:10]2[CH2:12][O:11]2)=[CH:6][CH:5]=1)([O-:3])=[O:2].[CH2:15]([NH:17][CH2:18][CH3:19])[CH3:16].O1CC1. (4) Given the product [CH:20]([O:19][C:11]1[CH:10]=[C:9]2[C:14]([CH2:15][CH2:16][N:7]3[C:5]([C:4]([O:3][CH2:1][CH3:2])=[O:26])=[C:35]([CH2:34][CH2:33][CH2:32][O:31][S:28]([CH3:27])(=[O:29])=[O:30])[C:36]([C:37]4[S:38][CH:39]=[CH:40][CH:41]=4)=[C:8]32)=[CH:13][C:12]=1[O:17][CH3:18])([CH3:21])[CH3:22], predict the reactants needed to synthesize it. The reactants are: [CH2:1]([O:3][C:4](=[O:26])[C:5]([N:7]1[CH2:16][CH2:15][C:14]2[C:9](=[CH:10][C:11]([O:19][CH:20]([CH3:22])[CH3:21])=[C:12]([O:17][CH3:18])[CH:13]=2)[CH:8]1C(O)=O)=O)[CH3:2].[CH3:27][S:28]([O:31][CH2:32][CH2:33][CH2:34][C:35]#[C:36][C:37]1[S:38][CH:39]=[CH:40][CH:41]=1)(=[O:30])=[O:29]. (5) Given the product [C:1]([O:5][C:6]([NH:8][CH2:9][CH:10]1[CH2:11][CH2:12][N:13]([CH2:16][C:17]2([C:22]([OH:24])=[O:23])[CH2:21][CH2:20][CH2:19][CH2:18]2)[CH2:14][CH2:15]1)=[O:7])([CH3:4])([CH3:2])[CH3:3], predict the reactants needed to synthesize it. The reactants are: [C:1]([O:5][C:6]([NH:8][CH2:9][CH:10]1[CH2:15][CH2:14][N:13]([CH2:16][C:17]2([C:22]([O:24]C)=[O:23])[CH2:21][CH2:20][CH2:19][CH2:18]2)[CH2:12][CH2:11]1)=[O:7])([CH3:4])([CH3:3])[CH3:2].Cl. (6) Given the product [CH:22]1([CH2:30][C:29]([NH:1][C:2]2[CH:11]=[CH:10][CH:9]=[C:8]3[C:3]=2[C:4](=[O:21])[N:5]([CH:13]2[CH2:18][CH2:17][C:16](=[O:19])[NH:15][C:14]2=[O:20])[C:6]([CH3:12])=[N:7]3)=[O:28])[CH2:25][CH2:23]1, predict the reactants needed to synthesize it. The reactants are: [NH2:1][C:2]1[CH:11]=[CH:10][CH:9]=[C:8]2[C:3]=1[C:4](=[O:21])[N:5]([CH:13]1[CH2:18][CH2:17][C:16](=[O:19])[NH:15][C:14]1=[O:20])[C:6]([CH3:12])=[N:7]2.[CH:22]1([C:25](Cl)=O)C[CH2:23]1.[O:28]1CC[CH2:30][CH2:29]1. (7) Given the product [CH3:30][O:31][N:32]=[CH:1][C:3]1[CH:4]=[C:5]2[C:13](=[CH:14][CH:15]=1)[N:12]([CH2:16][C:17]1[N:18]=[C:19]([CH3:22])[S:20][CH:21]=1)[C:11]1[CH2:10][CH2:9][C@@H:8]([NH:23][C:24](=[O:28])[CH:25]([CH3:26])[CH3:27])[CH2:7][C:6]2=1, predict the reactants needed to synthesize it. The reactants are: [CH:1]([C:3]1[CH:4]=[C:5]2[C:13](=[CH:14][CH:15]=1)[N:12]([CH2:16][C:17]1[N:18]=[C:19]([CH3:22])[S:20][CH:21]=1)[C:11]1[CH2:10][CH2:9][C@@H:8]([NH:23][C:24](=[O:28])[CH:25]([CH3:27])[CH3:26])[CH2:7][C:6]2=1)=O.Cl.[CH3:30][O:31][NH2:32].